This data is from Forward reaction prediction with 1.9M reactions from USPTO patents (1976-2016). The task is: Predict the product of the given reaction. (1) Given the reactants [CH:1]1([N:6]2[C:14]3[CH:13]=[CH:12][N:11]=[C:10]([O:15][CH3:16])[C:9]=3[C:8]([C:17]3[CH:18]=[C:19]([C:22]([OH:24])=O)[S:20][CH:21]=3)=[N:7]2)[CH2:5][CH2:4][CH2:3][CH2:2]1.[CH:25]1([NH2:28])[CH2:27][CH2:26]1.CCN=C=NCCCN(C)C.Cl.C1C=CC2N(O)N=NC=2C=1, predict the reaction product. The product is: [CH:1]1([N:6]2[C:14]3[CH:13]=[CH:12][N:11]=[C:10]([O:15][CH3:16])[C:9]=3[C:8]([C:17]3[CH:18]=[C:19]([C:22]([NH:28][CH:25]4[CH2:27][CH2:26]4)=[O:24])[S:20][CH:21]=3)=[N:7]2)[CH2:5][CH2:4][CH2:3][CH2:2]1. (2) The product is: [CH3:22][C:23]1[O:27][C:26](=[O:28])[O:25][C:24]=1[CH2:29][O:30][C:31](=[O:52])[C@H:32]([OH:51])[CH2:33][N:34]([CH2:36][C:37]1[CH:38]=[CH:39][C:40]([C:43]2[CH:48]=[C:47]([Cl:49])[CH:46]=[CH:45][C:44]=2[F:50])=[CH:41][CH:42]=1)[NH:35][C:65]([C:63]1[O:62][N:61]=[C:60]([C:55]2[CH:56]=[CH:57][CH:58]=[CH:59][C:54]=2[F:53])[CH:64]=1)=[O:66]. Given the reactants CCN=C=NCCCN(C)C.C1C=CC2N(O)N=NC=2C=1.[CH3:22][C:23]1[O:27][C:26](=[O:28])[O:25][C:24]=1[CH2:29][O:30][C:31](=[O:52])[C@H:32]([OH:51])[CH2:33][N:34]([CH2:36][C:37]1[CH:42]=[CH:41][C:40]([C:43]2[CH:48]=[C:47]([Cl:49])[CH:46]=[CH:45][C:44]=2[F:50])=[CH:39][CH:38]=1)[NH2:35].[F:53][C:54]1[CH:59]=[CH:58][CH:57]=[CH:56][C:55]=1[C:60]1[CH:64]=[C:63]([C:65](O)=[O:66])[O:62][N:61]=1.CCN(C(C)C)C(C)C, predict the reaction product. (3) Given the reactants [CH2:1]([O:3][C:4](=[O:25])[CH2:5][CH2:6][N:7]([C:15]1[C:20]([N+:21]([O-])=O)=[CH:19][N:18]=[C:17]([Cl:24])[N:16]=1)[CH:8]1[CH2:12][CH2:11][CH2:10][C:9]1([CH3:14])[CH3:13])[CH3:2].[H][H], predict the reaction product. The product is: [CH2:1]([O:3][C:4](=[O:25])[CH2:5][CH2:6][N:7]([C:15]1[C:20]([NH2:21])=[CH:19][N:18]=[C:17]([Cl:24])[N:16]=1)[CH:8]1[CH2:12][CH2:11][CH2:10][C:9]1([CH3:14])[CH3:13])[CH3:2]. (4) Given the reactants Cl.[NH:2]1[CH2:5][CH:4]([N:6]2[CH:10]=[C:9]([C:11]3[C:19]4[C:14](=[CH:15][C:16]([F:20])=[CH:17][CH:18]=4)[N:13]([S:21]([C:24]4[CH:29]=[CH:28][CH:27]=[CH:26][CH:25]=4)(=[O:23])=[O:22])[CH:12]=3)[CH:8]=[N:7]2)[CH2:3]1.CCN(CC)CC.[Si]([N:41]=[C:42]=[O:43])(C)(C)C, predict the reaction product. The product is: [F:20][C:16]1[CH:15]=[C:14]2[C:19]([C:11]([C:9]3[CH:8]=[N:7][N:6]([CH:4]4[CH2:3][N:2]([C:42]([NH2:41])=[O:43])[CH2:5]4)[CH:10]=3)=[CH:12][N:13]2[S:21]([C:24]2[CH:29]=[CH:28][CH:27]=[CH:26][CH:25]=2)(=[O:22])=[O:23])=[CH:18][CH:17]=1.